From a dataset of Full USPTO retrosynthesis dataset with 1.9M reactions from patents (1976-2016). Predict the reactants needed to synthesize the given product. (1) Given the product [C:11]([O:10][C:8](=[O:9])[N:1]([C@H:2]([C:4](=[O:6])[NH:55][C@@H:56]1[C:62](=[O:63])[N:61]([CH2:64][C:65]2[C:74]3[C:69](=[CH:70][C:71]([Br:75])=[CH:72][CH:73]=3)[CH:68]=[CH:67][C:66]=2[O:76][CH3:77])[C:60]2[CH:78]=[CH:79][CH:80]=[CH:81][C:59]=2[NH:58][CH2:57]1)[CH3:3])[CH3:7])([CH3:14])([CH3:13])[CH3:12], predict the reactants needed to synthesize it. The reactants are: [N:1]([C:8]([O:10][C:11]([CH3:14])([CH3:13])[CH3:12])=[O:9])([CH3:7])[C@H:2]([C:4]([OH:6])=O)[CH3:3].CN(C(ON1N=NC2C=CC=NC1=2)=[N+](C)C)C.F[P-](F)(F)(F)(F)F.CCN(C(C)C)C(C)C.FC(F)(F)C(O)=O.[NH2:55][C@@H:56]1[C:62](=[O:63])[N:61]([CH2:64][C:65]2[C:74]3[C:69](=[CH:70][C:71]([Br:75])=[CH:72][CH:73]=3)[CH:68]=[CH:67][C:66]=2[O:76][CH3:77])[C:60]2[CH:78]=[CH:79][CH:80]=[CH:81][C:59]=2[NH:58][CH2:57]1. (2) Given the product [Br:1][C:2]1[CH:10]=[CH:9][CH:8]=[C:7]2[C:3]=1[CH2:4][CH2:5][C@H:6]2[NH:18][S@@:16]([C:13]([CH3:15])([CH3:14])[CH3:12])=[O:17], predict the reactants needed to synthesize it. The reactants are: [Br:1][C:2]1[CH:10]=[CH:9][CH:8]=[C:7]2[C:3]=1[CH2:4][CH2:5][C:6]2=O.[CH3:12][C:13]([S@:16]([NH2:18])=[O:17])([CH3:15])[CH3:14].C1COCC1.[BH4-].[Na+]. (3) Given the product [CH2:1]([NH:8][C:9](=[O:12])[CH:10]([Br:11])[CH2:14][CH3:15])[C:2]1[CH:7]=[CH:6][CH:5]=[CH:4][CH:3]=1, predict the reactants needed to synthesize it. The reactants are: [CH2:1]([NH:8][C:9](=[O:12])[CH2:10][Br:11])[C:2]1[CH:7]=[CH:6][CH:5]=[CH:4][CH:3]=1.Br[CH:14](CC)[C:15](O)=O.C(N)C1C=CC=CC=1.CCCCCC.CCOC(C)=O. (4) Given the product [Br:1][C:2]1[N:3]=[C:4]([CH2:21][CH3:22])[C:5]([NH:10][CH:11]2[C:19]3[C:14](=[CH:15][CH:16]=[CH:17][CH:18]=3)[S:23][CH2:13][CH2:12]2)=[N:6][C:7]=1[CH2:8][CH3:9], predict the reactants needed to synthesize it. The reactants are: [Br:1][C:2]1[N:3]=[C:4]([CH2:21][CH3:22])[C:5]([NH:10][C@@H:11]2[C:19]3[C:14](=[CH:15][CH:16]=[CH:17][CH:18]=3)[CH2:13][C@@H:12]2O)=[N:6][C:7]=1[CH2:8][CH3:9].[S:23]1C2C(=CC=CC=2)C(NC2C(CC)=NC=C(CC)N=2)CC1. (5) Given the product [Cl:1][C:2]1[CH:3]=[CH:4][C:5]([O:6][C:7]2[CH:8]=[CH:9][C:10]([N:13]3[CH:17]([C:18]4[CH:23]=[CH:22][CH:21]=[C:20]([C:24]([F:27])([F:25])[F:26])[CH:19]=4)[CH2:16][N:15]([CH2:28][C:29]([NH:31][CH2:32][C:33]([OH:35])=[O:34])=[O:30])[C:14]3=[O:40])=[CH:11][CH:12]=2)=[CH:41][CH:42]=1, predict the reactants needed to synthesize it. The reactants are: [Cl:1][C:2]1[CH:42]=[CH:41][C:5]([O:6][C:7]2[CH:12]=[CH:11][C:10]([N:13]3[CH:17]([C:18]4[CH:23]=[CH:22][CH:21]=[C:20]([C:24]([F:27])([F:26])[F:25])[CH:19]=4)[CH2:16][N:15]([CH2:28][C:29]([NH:31][CH2:32][C:33]([O:35]C(C)(C)C)=[O:34])=[O:30])[C:14]3=[O:40])=[CH:9][CH:8]=2)=[CH:4][CH:3]=1. (6) Given the product [CH3:20][O:19][CH2:18][C@H:17]([CH3:21])[O:16][C:14]1[CH:15]=[C:10]([C:2]2[NH:3][C:4]3=[N:5][CH:6]=[CH:7][CH:8]=[C:9]3[N:1]=2)[CH:11]=[C:12]([O:22][C:24]2[CH:29]=[CH:28][C:27]([S:30]([CH3:33])(=[O:32])=[O:31])=[CH:26][CH:25]=2)[CH:13]=1, predict the reactants needed to synthesize it. The reactants are: [N:1]1[C:9]2[C:4](=[N:5][CH:6]=[CH:7][CH:8]=2)[NH:3][C:2]=1[C:10]1[CH:11]=[C:12]([OH:22])[CH:13]=[C:14]([O:16][C@@H:17]([CH3:21])[CH2:18][O:19][CH3:20])[CH:15]=1.F[C:24]1[CH:29]=[CH:28][C:27]([S:30]([C:33]2C=CC(F)=CC=2)(=[O:32])=[O:31])=[CH:26][CH:25]=1.C(=O)([O-])[O-].[K+].[K+].O. (7) Given the product [Cl:19][C:17]1[CH:18]=[C:13]2[C:12]([CH2:20][C:21]3[CH:22]=[N:23][C:24]([NH:27][CH:28]4[CH2:33][CH2:32][CH:31]([CH3:34])[CH2:30][CH2:29]4)=[N:25][CH:26]=3)=[CH:11][NH:10][C:14]2=[N:15][CH:16]=1, predict the reactants needed to synthesize it. The reactants are: C1(S([N:10]2[C:14]3=[N:15][CH:16]=[C:17]([Cl:19])[CH:18]=[C:13]3[C:12]([CH2:20][C:21]3[CH:22]=[N:23][C:24]([NH:27][CH:28]4[CH2:33][CH2:32][CH:31]([CH3:34])[CH2:30][CH2:29]4)=[N:25][CH:26]=3)=[CH:11]2)(=O)=O)C=CC=CC=1.O.O.O.[F-].C([N+](CCCC)(CCCC)CCCC)CCC.O.